From a dataset of hERG Central: cardiac toxicity at 1µM, 10µM, and general inhibition. Predict hERG channel inhibition at various concentrations. (1) The molecule is CCCCS(=O)(=O)Nc1ccc(Cc2ccncc2)cc1. Results: hERG_inhib (hERG inhibition (general)): blocker. (2) The compound is CNC(=O)c1ccccc1NC(=O)c1cccc(S(=O)(=O)N2CCCCC2)c1. Results: hERG_inhib (hERG inhibition (general)): blocker. (3) Results: hERG_inhib (hERG inhibition (general)): blocker. The drug is CSc1cccc(NC(=S)N2CCC(N(C)C3CCCCC3C)CC2)c1. (4) The molecule is COc1cc(/C=N/NC(=O)c2cccc(NC(=O)c3ccccc3Cl)c2)ccc1O. Results: hERG_inhib (hERG inhibition (general)): blocker. (5) The drug is O=C(C[n+]1ccc2ccccc2c1)c1cccc2ccccc12.[Br-]. Results: hERG_inhib (hERG inhibition (general)): blocker.